Dataset: Reaction yield outcomes from USPTO patents with 853,638 reactions. Task: Predict the reaction yield, written as a fraction of the theoretical maximum amount of product (1.0 means a 100% yield; for example, 0.34 means a 34% yield). The reactants are [CH3:1][O:2][C:3](=[O:28])[CH2:4][C@H:5]1[C:21](=[O:22])[N:20]([CH2:23][C:24]([CH3:27])([CH3:26])[CH3:25])[CH2:19][C:8]2[C:9]3[CH:10]=[N:11][NH:12][C:13]=3[C:14]([C:16]([CH3:18])=[CH2:17])=[CH:15][C:7]=2[CH2:6]1.[H][H]. The catalyst is C(OCC)(=O)C.CO.[Pd]. The product is [CH3:1][O:2][C:3](=[O:28])[CH2:4][C@H:5]1[C:21](=[O:22])[N:20]([CH2:23][C:24]([CH3:25])([CH3:27])[CH3:26])[CH2:19][C:8]2[C:9]3[CH:10]=[N:11][NH:12][C:13]=3[C:14]([CH:16]([CH3:18])[CH3:17])=[CH:15][C:7]=2[CH2:6]1. The yield is 0.900.